From a dataset of Reaction yield outcomes from USPTO patents with 853,638 reactions. Predict the reaction yield, written as a fraction of the theoretical maximum amount of product (1.0 means a 100% yield; for example, 0.34 means a 34% yield). The reactants are [CH3:1][O:2][C:3]1[CH:8]=[CH:7][C:6]([C:9]23[NH:27][CH2:26][CH2:25][N:10]2[C:11](=[O:24])[C:12]2[N:13]([C:15]([C:18]#[C:19][Si](C)(C)C)=[CH:16][CH:17]=2)[CH2:14]3)=[CH:5][CH:4]=1.C(=O)([O-])[O-].[K+].[K+]. The catalyst is CO.C(Cl)Cl. The product is [C:18]([C:15]1[N:13]2[CH2:14][C:9]3([C:6]4[CH:7]=[CH:8][C:3]([O:2][CH3:1])=[CH:4][CH:5]=4)[NH:27][CH2:26][CH2:25][N:10]3[C:11](=[O:24])[C:12]2=[CH:17][CH:16]=1)#[CH:19]. The yield is 0.890.